Dataset: Full USPTO retrosynthesis dataset with 1.9M reactions from patents (1976-2016). Task: Predict the reactants needed to synthesize the given product. Given the product [F:15][C:12]([F:13])([F:14])[C:3]1[CH:4]=[C:5]([CH:10]=[CH:11][C:2]=1[O:1][CH2:23][CH2:24][C:25]([F:28])([F:27])[F:26])[C:6]([O:8][CH3:9])=[O:7], predict the reactants needed to synthesize it. The reactants are: [OH:1][C:2]1[CH:11]=[CH:10][C:5]([C:6]([O:8][CH3:9])=[O:7])=[CH:4][C:3]=1[C:12]([F:15])([F:14])[F:13].C(=O)([O-])[O-].[Cs+].[Cs+].Br[CH2:23][CH2:24][C:25]([F:28])([F:27])[F:26].